From a dataset of Peptide-MHC class II binding affinity with 134,281 pairs from IEDB. Regression. Given a peptide amino acid sequence and an MHC pseudo amino acid sequence, predict their binding affinity value. This is MHC class II binding data. (1) The MHC is HLA-DPA10103-DPB10401 with pseudo-sequence HLA-DPA10103-DPB10401. The binding affinity (normalized) is 0.440. The peptide sequence is RSLWIIFSKNLNIKL. (2) The peptide sequence is KQQVIAELYEKFFRI. The MHC is HLA-DPA10103-DPB10401 with pseudo-sequence HLA-DPA10103-DPB10401. The binding affinity (normalized) is 0.766. (3) The peptide sequence is DWLNKYSYYPEDPVK. The MHC is DRB1_0701 with pseudo-sequence DRB1_0701. The binding affinity (normalized) is 0.226. (4) The peptide sequence is LDYDDYVYPGHAIWW. The MHC is HLA-DPA10301-DPB10402 with pseudo-sequence HLA-DPA10301-DPB10402. The binding affinity (normalized) is 0.0534. (5) The peptide sequence is RDGHEKPMNVQSLGW. The MHC is DRB1_0901 with pseudo-sequence DRB1_0901. The binding affinity (normalized) is 0.369. (6) The peptide sequence is EEDIEIIPIQKEEY. The MHC is HLA-DPA10201-DPB10101 with pseudo-sequence HLA-DPA10201-DPB10101. The binding affinity (normalized) is 0.808. (7) The peptide sequence is EPIAPYHFDLSGHAF. The MHC is HLA-DQA10501-DQB10201 with pseudo-sequence HLA-DQA10501-DQB10201. The binding affinity (normalized) is 0.0928. (8) The peptide sequence is PANDKFTVFEAAFNN. The MHC is HLA-DPA10201-DPB11401 with pseudo-sequence HLA-DPA10201-DPB11401. The binding affinity (normalized) is 0.165.